Task: Predict the reaction yield, written as a fraction of the theoretical maximum amount of product (1.0 means a 100% yield; for example, 0.34 means a 34% yield).. Dataset: Reaction yield outcomes from USPTO patents with 853,638 reactions (1) The reactants are [NH2:1][C@@H:2]1[C:8]2[CH:9]=[CH:10][CH:11]=[CH:12][C:7]=2[CH2:6][CH2:5][CH2:4][C@H:3]1[OH:13].C(N(CC)CC)C.[CH:21]1[CH:26]=[CH:25][C:24]([S:27](Cl)(=[O:29])=[O:28])=[CH:23][CH:22]=1. The catalyst is C(Cl)Cl. The product is [C:24]1([S:27]([NH:1][C@@H:2]2[C:8]3[CH:9]=[CH:10][CH:11]=[CH:12][C:7]=3[CH2:6][CH2:5][CH2:4][C@H:3]2[OH:13])(=[O:29])=[O:28])[CH:25]=[CH:26][CH:21]=[CH:22][CH:23]=1. The yield is 0.710. (2) The reactants are [CH3:1][C@@H:2]1[CH2:7][NH:6][CH2:5][CH2:4][NH:3]1.Cl[C:9]1[CH:14]=[CH:13][CH:12]=[CH:11][N:10]=1. The catalyst is C1(C)C(C)=CC=CC=1. The product is [CH3:1][C@H:2]1[NH:3][CH2:4][CH2:5][N:6]([C:9]2[CH:14]=[CH:13][CH:12]=[CH:11][N:10]=2)[CH2:7]1. The yield is 0.400. (3) The reactants are [CH3:1][O-:2].[Na+].Cl[C:5]1[C:6]2[N:18]=[C:17]([C:19]3[CH:24]=[CH:23][C:22]([F:25])=[CH:21][CH:20]=3)[CH:16]=[CH:15][C:7]=2[N:8]=[C:9]([NH:11]C(=O)C)[N:10]=1. The catalyst is C1COCC1. The product is [F:25][C:22]1[CH:21]=[CH:20][C:19]([C:17]2[CH:16]=[CH:15][C:7]3[N:8]=[C:9]([NH2:11])[N:10]=[C:5]([O:2][CH3:1])[C:6]=3[N:18]=2)=[CH:24][CH:23]=1. The yield is 0.500.